From a dataset of Reaction yield outcomes from USPTO patents with 853,638 reactions. Predict the reaction yield, written as a fraction of the theoretical maximum amount of product (1.0 means a 100% yield; for example, 0.34 means a 34% yield). (1) The reactants are C([O-])([O-])=O.[Cs+].[Cs+].[C:7]([O:10][C@H:11]1[C@@H:24]([O:25][C:26](=[O:28])[CH3:27])[C@H:23]([O:29][C:30](=[O:32])[CH3:31])[C@@H:22]([CH2:33][O:34][C:35](=[O:37])[CH3:36])[O:21][C@@H:12]1[O:13][C:14]1[CH:19]=[CH:18][CH:17]=[C:16](I)[CH:15]=1)(=[O:9])[CH3:8].[N+:38]([C:41]1[CH:42]=[C:43]2[C:47](=[CH:48][CH:49]=1)[NH:46][CH2:45][CH2:44]2)([O-:40])=[O:39].C(OC(=O)C)(=O)C.C([O-])(O)=O.[Na+]. The catalyst is O1CCOCC1.C1C=CC(/C=C/C(/C=C/C2C=CC=CC=2)=O)=CC=1.C1C=CC(/C=C/C(/C=C/C2C=CC=CC=2)=O)=CC=1.C1C=CC(/C=C/C(/C=C/C2C=CC=CC=2)=O)=CC=1.[Pd].[Pd].CC(C1C=C(C(C)C)C(C2C=CC=CC=2P(C2CCCCC2)C2CCCCC2)=C(C(C)C)C=1)C.CCOC(C)=O.N1C=CC=CC=1. The product is [C:7]([O:10][C@H:11]1[C@@H:24]([O:25][C:26](=[O:28])[CH3:27])[C@H:23]([O:29][C:30](=[O:32])[CH3:31])[C@@H:22]([CH2:33][O:34][C:35](=[O:37])[CH3:36])[O:21][C@@H:12]1[O:13][C:14]1[CH:19]=[CH:18][CH:17]=[C:16]([N:46]2[C:47]3[C:43](=[CH:42][C:41]([N+:38]([O-:40])=[O:39])=[CH:49][CH:48]=3)[CH2:44][CH2:45]2)[CH:15]=1)(=[O:9])[CH3:8]. The yield is 0.800. (2) The reactants are Br[C:2]1[CH:7]=[CH:6][CH:5]=[C:4]([O:8][CH:9]([F:11])[F:10])[CH:3]=1.[B:12]1([B:12]2[O:16][C:15]([CH3:18])([CH3:17])[C:14]([CH3:20])([CH3:19])[O:13]2)[O:16][C:15]([CH3:18])([CH3:17])[C:14]([CH3:20])([CH3:19])[O:13]1.C([O-])(=O)C.[K+]. The catalyst is O1CCOCC1. The product is [F:10][CH:9]([F:11])[O:8][C:4]1[CH:3]=[C:2]([B:12]2[O:16][C:15]([CH3:18])([CH3:17])[C:14]([CH3:20])([CH3:19])[O:13]2)[CH:7]=[CH:6][CH:5]=1. The yield is 0.340. (3) The reactants are Br[C:2]1[CH:7]=[CH:6][C:5](/[CH:8]=[CH:9]/[S:10]([NH:13][C:14]2[CH:19]=[CH:18][CH:17]=[CH:16][C:15]=2[S:20]([NH2:23])(=[O:22])=[O:21])(=[O:12])=[O:11])=[CH:4][CH:3]=1.[CH3:24][C:25]([OH:29])([C:27]#[CH:28])[CH3:26].C(N(CC)CC)C. The catalyst is O1CCCC1.[Cu]I.C1C=CC([P]([Pd]([P](C2C=CC=CC=2)(C2C=CC=CC=2)C2C=CC=CC=2)([P](C2C=CC=CC=2)(C2C=CC=CC=2)C2C=CC=CC=2)[P](C2C=CC=CC=2)(C2C=CC=CC=2)C2C=CC=CC=2)(C2C=CC=CC=2)C2C=CC=CC=2)=CC=1. The product is [OH:29][C:25]([CH3:26])([CH3:24])[C:27]#[C:28][C:2]1[CH:7]=[CH:6][C:5](/[CH:8]=[CH:9]/[S:10]([NH:13][C:14]2[CH:19]=[CH:18][CH:17]=[CH:16][C:15]=2[S:20]([NH2:23])(=[O:22])=[O:21])(=[O:12])=[O:11])=[CH:4][CH:3]=1. The yield is 0.0500. (4) The reactants are [NH:1]([C:41]([O:43][C:44]([CH3:47])([CH3:46])[CH3:45])=[O:42])[C@H:2]([C:18]([NH:20][C@H:21]([C:23]([NH:25][C@H:26]([C:37]([O:39][CH3:40])=[O:38])[CH2:27][C:28]1[C:36]2[C:31](=[CH:32][CH:33]=[CH:34][CH:35]=2)[NH:30][CH:29]=1)=[O:24])[CH3:22])=[O:19])[CH2:3][C:4]1[CH:9]=[CH:8][C:7]([O:10]CC2C=CC=CC=2)=[CH:6][CH:5]=1. The catalyst is CO.[Pd]. The product is [NH:1]([C:41]([O:43][C:44]([CH3:45])([CH3:47])[CH3:46])=[O:42])[C@H:2]([C:18]([NH:20][C@H:21]([C:23]([NH:25][C@H:26]([C:37]([O:39][CH3:40])=[O:38])[CH2:27][C:28]1[C:36]2[C:31](=[CH:32][CH:33]=[CH:34][CH:35]=2)[NH:30][CH:29]=1)=[O:24])[CH3:22])=[O:19])[CH2:3][C:4]1[CH:9]=[CH:8][C:7]([OH:10])=[CH:6][CH:5]=1. The yield is 0.760. (5) The reactants are [CH3:1][C:2]1([O:23][Si:24]([CH3:27])([CH3:26])[CH3:25])[CH:7]([CH3:8])[O:6][CH:5]([C:9]2[CH:14]=[CH:13][N:12]=[CH:11][C:10]=2[N+:15]([O-:17])=[O:16])[CH:4]=[C:3]1[O:18][Si](C)(C)C.[F:28][B-](F)(F)F.ClC[N+]12CC[N+](F)(CC1)CC2.F[B-](F)(F)F. The catalyst is C(#N)C.CCOC(C)=O. The product is [F:28][CH:4]1[CH:5]([C:9]2[CH:14]=[CH:13][N:12]=[CH:11][C:10]=2[N+:15]([O-:17])=[O:16])[O:6][CH:7]([CH3:8])[C:2]([CH3:1])([O:23][Si:24]([CH3:27])([CH3:26])[CH3:25])[C:3]1=[O:18]. The yield is 0.820.